This data is from NCI-60 drug combinations with 297,098 pairs across 59 cell lines. The task is: Regression. Given two drug SMILES strings and cell line genomic features, predict the synergy score measuring deviation from expected non-interaction effect. (1) Drug 1: C(=O)(N)NO. Drug 2: CC(C)NC(=O)C1=CC=C(C=C1)CNNC.Cl. Cell line: BT-549. Synergy scores: CSS=9.63, Synergy_ZIP=-1.79, Synergy_Bliss=-0.211, Synergy_Loewe=-0.873, Synergy_HSA=0.0776. (2) Drug 1: COCCOC1=C(C=C2C(=C1)C(=NC=N2)NC3=CC=CC(=C3)C#C)OCCOC. Drug 2: C1=CC(=C(C=C1I)F)NC2=C(C=CC(=C2F)F)C(=O)NOCC(CO)O. Cell line: T-47D. Synergy scores: CSS=25.4, Synergy_ZIP=-1.34, Synergy_Bliss=-3.49, Synergy_Loewe=-1.40, Synergy_HSA=-1.68. (3) Drug 1: CCCS(=O)(=O)NC1=C(C(=C(C=C1)F)C(=O)C2=CNC3=C2C=C(C=N3)C4=CC=C(C=C4)Cl)F. Drug 2: C1CCC(C1)C(CC#N)N2C=C(C=N2)C3=C4C=CNC4=NC=N3. Cell line: MDA-MB-435. Synergy scores: CSS=21.5, Synergy_ZIP=5.25, Synergy_Bliss=3.79, Synergy_Loewe=-24.5, Synergy_HSA=-0.893. (4) Drug 1: CC1OCC2C(O1)C(C(C(O2)OC3C4COC(=O)C4C(C5=CC6=C(C=C35)OCO6)C7=CC(=C(C(=C7)OC)O)OC)O)O. Drug 2: C1CC(C1)(C(=O)O)C(=O)O.[NH2-].[NH2-].[Pt+2]. Cell line: SF-295. Synergy scores: CSS=59.1, Synergy_ZIP=-2.95, Synergy_Bliss=-2.83, Synergy_Loewe=-16.1, Synergy_HSA=2.82. (5) Drug 1: C1=C(C(=O)NC(=O)N1)F. Drug 2: CC(C)NC(=O)C1=CC=C(C=C1)CNNC.Cl. Cell line: OVCAR3. Synergy scores: CSS=57.5, Synergy_ZIP=-2.86, Synergy_Bliss=-5.94, Synergy_Loewe=-13.3, Synergy_HSA=-5.95. (6) Drug 1: C1=CC(=CC=C1CCC2=CNC3=C2C(=O)NC(=N3)N)C(=O)NC(CCC(=O)O)C(=O)O. Drug 2: CCCCCOC(=O)NC1=NC(=O)N(C=C1F)C2C(C(C(O2)C)O)O. Cell line: MOLT-4. Synergy scores: CSS=57.5, Synergy_ZIP=0.711, Synergy_Bliss=0.431, Synergy_Loewe=-24.9, Synergy_HSA=0.187.